From a dataset of Catalyst prediction with 721,799 reactions and 888 catalyst types from USPTO. Predict which catalyst facilitates the given reaction. Reactant: [C:1]([O:4][C:5]1[CH:6]=[C:7]([CH:11]=[CH:12][CH:13]=1)[C:8](O)=[O:9])(=[O:3])[CH3:2].C(Cl)(=O)C([Cl:17])=O.CN(C=O)C. Product: [C:1]([O:4][C:5]1[CH:6]=[C:7]([CH:11]=[CH:12][CH:13]=1)[C:8]([Cl:17])=[O:9])(=[O:3])[CH3:2]. The catalyst class is: 2.